This data is from Forward reaction prediction with 1.9M reactions from USPTO patents (1976-2016). The task is: Predict the product of the given reaction. (1) Given the reactants [OH:1][CH2:2][C@@H:3]([NH:11][C:12](=[O:28])[C:13]1[CH:18]=[C:17]([O:19]CC2C=CC=CC=2)[CH:16]=[CH:15][C:14]=1[OH:27])[CH2:4][C:5]1[CH:10]=[CH:9][CH:8]=[CH:7][CH:6]=1, predict the reaction product. The product is: [OH:1][CH2:2][C@@H:3]([NH:11][C:12](=[O:28])[C:13]1[CH:18]=[C:17]([OH:19])[CH:16]=[CH:15][C:14]=1[OH:27])[CH2:4][C:5]1[CH:6]=[CH:7][CH:8]=[CH:9][CH:10]=1. (2) Given the reactants [NH2:1]/[C:2](/[CH3:27])=[CH:3]\[C:4]([NH:6][C:7]1[CH:12]=[CH:11][C:10]([N:13]([CH2:20][CH2:21][CH2:22][CH2:23][CH2:24][CH3:25])[CH2:14][CH2:15][CH2:16][CH2:17][CH2:18][CH3:19])=[C:9]([Cl:26])[CH:8]=1)=[O:5].[C:28](OCC)(OCC)(OCC)[CH3:29], predict the reaction product. The product is: [Cl:26][C:9]1[CH:8]=[C:7]([N:6]2[C:4](=[O:5])[CH:3]=[C:2]([CH3:27])[N:1]=[C:28]2[CH3:29])[CH:12]=[CH:11][C:10]=1[N:13]([CH2:20][CH2:21][CH2:22][CH2:23][CH2:24][CH3:25])[CH2:14][CH2:15][CH2:16][CH2:17][CH2:18][CH3:19]. (3) Given the reactants C(O[C:9](=O)[N:10](C)[CH:11]([C:13](=[O:36])[NH:14][CH:15]([C:19]([N:21]1[CH2:25][CH2:24][CH:23]2[NH:26][CH2:27][CH:28]([O:29][C:30]3[CH:35]=[CH:34][CH:33]=[CH:32][CH:31]=3)[CH:22]12)=[O:20])[CH:16]([CH3:18])[CH3:17])[CH3:12])C1C=CC=CC=1.CCN(C(C)C)C(C)C.[CH3:48][S:49](Cl)(=[O:51])=[O:50], predict the reaction product. The product is: [CH3:48][S:49]([N:26]1[CH:23]2[CH:22]([N:21]([C:19]([CH:15]([NH:14][C:13](=[O:36])[CH:11]([NH:10][CH3:9])[CH3:12])[CH:16]([CH3:18])[CH3:17])=[O:20])[CH2:25][CH2:24]2)[CH:28]([O:29][C:30]2[CH:35]=[CH:34][CH:33]=[CH:32][CH:31]=2)[CH2:27]1)(=[O:51])=[O:50]. (4) Given the reactants [OH:1][CH:2]([C:17]1[CH:22]=[CH:21][CH:20]=[CH:19][CH:18]=1)[CH2:3][CH2:4][CH2:5][C:6]1[CH:11]=[CH:10][C:9]([CH2:12][C:13]([O:15][CH3:16])=[O:14])=[CH:8][CH:7]=1.CC(OI1(OC(C)=O)(OC(C)=O)OC(=O)C2C=CC=CC1=2)=O.[OH-].[Na+], predict the reaction product. The product is: [O:1]=[C:2]([C:17]1[CH:18]=[CH:19][CH:20]=[CH:21][CH:22]=1)[CH2:3][CH2:4][CH2:5][C:6]1[CH:11]=[CH:10][C:9]([CH2:12][C:13]([O:15][CH3:16])=[O:14])=[CH:8][CH:7]=1.